Dataset: Forward reaction prediction with 1.9M reactions from USPTO patents (1976-2016). Task: Predict the product of the given reaction. (1) The product is: [C:1]([C:4]1[N:8]2[N:9]=[CH:10][CH:11]=[CH:12][C:7]2=[C:6]([C:13]([NH:17][CH2:18][C:19]2[C:20](=[O:28])[NH:21][C:22]([CH3:27])=[CH:23][C:24]=2[O:25][CH3:26])=[O:15])[C:5]=1[CH3:16])(=[O:3])[CH3:2]. Given the reactants [C:1]([C:4]1[N:8]2[N:9]=[CH:10][CH:11]=[CH:12][C:7]2=[C:6]([C:13]([OH:15])=O)[C:5]=1[CH3:16])(=[O:3])[CH3:2].[NH2:17][CH2:18][C:19]1[C:20]([OH:28])=[N:21][C:22]([CH3:27])=[CH:23][C:24]=1[O:25][CH3:26].C(N(CC)CC)C, predict the reaction product. (2) Given the reactants [Cl:1][C:2]1[CH:10]=[CH:9][C:8](SC)=[CH:7][C:3]=1[C:4]([OH:6])=[O:5].O[O:14][S:15]([O-:17])=O.[K+].[CH3:19]O, predict the reaction product. The product is: [Cl:1][C:2]1[CH:10]=[CH:9][C:8]([S:15]([CH3:19])(=[O:17])=[O:14])=[CH:7][C:3]=1[C:4]([OH:6])=[O:5]. (3) Given the reactants [Si]([O:8][CH2:9][C:10]1[N:11]=[C:12]([N:18]2[CH2:23][CH2:22][O:21][CH2:20][CH2:19]2)[S:13][C:14]=1[CH2:15][O:16][CH3:17])(C(C)(C)C)(C)C.F.F.F.C(N(CC)CC)C, predict the reaction product. The product is: [CH3:17][O:16][CH2:15][C:14]1[S:13][C:12]([N:18]2[CH2:23][CH2:22][O:21][CH2:20][CH2:19]2)=[N:11][C:10]=1[CH2:9][OH:8]. (4) Given the reactants [CH3:1][O:2][C:3]1[CH:12]=[CH:11][C:10]([N:13]2[CH2:18][CH2:17][N:16]([CH3:19])[CH2:15][CH2:14]2)=[C:9]2[C:4]=1[CH2:5][CH2:6][NH:7][CH2:8]2.[N:20]1([C:26]2[CH:31]=[CH:30][C:29]([NH2:32])=[CH:28][CH:27]=2)[CH2:25][CH2:24][CH2:23][CH2:22][CH2:21]1.[C:33](N1C=CN=C1)(N1C=CN=C1)=[O:34], predict the reaction product. The product is: [N:20]1([C:26]2[CH:27]=[CH:28][C:29]([NH:32][C:33]([N:7]3[CH2:6][CH2:5][C:4]4[C:9](=[C:10]([N:13]5[CH2:14][CH2:15][N:16]([CH3:19])[CH2:17][CH2:18]5)[CH:11]=[CH:12][C:3]=4[O:2][CH3:1])[CH2:8]3)=[O:34])=[CH:30][CH:31]=2)[CH2:25][CH2:24][CH2:23][CH2:22][CH2:21]1. (5) Given the reactants O1[CH:5]=[CH:4][C:3]([C:6]2[C:7]([O:28][CH3:29])=[C:8]([C:14]([CH2:17][S:18]([C:21]3[CH:26]=[CH:25][CH:24]=[CH:23][C:22]=3C)(=[O:20])=[O:19])=[CH:15][CH:16]=2)[C:9]([O:11][CH2:12][CH3:13])=[O:10])=[CH:2]1.C1(S(CC2C(C(OCC)=O)=C(OC)C(Br)=CC=2)(=O)=O)C=CC=CC=1.[N:54]1C=CC=C(B(O)O)[CH:55]=1, predict the reaction product. The product is: [C:21]1([S:18]([CH2:17][C:14]2[C:8]([C:9]([O:11][CH2:12][CH3:13])=[O:10])=[C:7]([O:28][CH3:29])[C:6]([C:3]3[CH:2]=[N:54][CH:55]=[CH:5][CH:4]=3)=[CH:16][CH:15]=2)(=[O:19])=[O:20])[CH:26]=[CH:25][CH:24]=[CH:23][CH:22]=1. (6) Given the reactants [CH3:1][O:2][C:3]1[CH:4]=[C:5]([C:9]([CH3:15])([CH3:14])[CH2:10][C:11]([OH:13])=[O:12])[CH:6]=[CH:7][CH:8]=1.[C:16](=O)(O)[O-].[Na+], predict the reaction product. The product is: [CH3:1][O:2][C:3]1[CH:4]=[C:5]([C:9]([CH3:15])([CH3:14])[CH2:10][C:11]([O:13][CH3:16])=[O:12])[CH:6]=[CH:7][CH:8]=1. (7) The product is: [Br:8][CH2:21][C:22]1[S:26][C:25]([C:27]#[N:28])=[CH:24][CH:23]=1. Given the reactants C1C(=O)N([Br:8])C(=O)C1.CC(N=NC(C#N)(C)C)(C#N)C.[CH3:21][C:22]1[S:26][C:25]([C:27]#[N:28])=[CH:24][CH:23]=1.C1C(=O)N(Br)C(=O)C1.CC(N=NC(C#N)(C)C)(C#N)C, predict the reaction product.